This data is from Reaction yield outcomes from USPTO patents with 853,638 reactions. The task is: Predict the reaction yield, written as a fraction of the theoretical maximum amount of product (1.0 means a 100% yield; for example, 0.34 means a 34% yield). The reactants are [Br:1][C:2]1[C:3](=[O:27])[NH:4][C:5](=[O:26])[N:6]([CH:25]=1)[C@@H:7]1[O:24][C@H:18]([CH2:19][O:20][C:21](=[O:23])[CH3:22])[C@@H:13]([O:14][C:15](=[O:17])[CH3:16])[C@H:8]1[O:9][C:10](=[O:12])[CH3:11].C(N(CC)CC)C.[C:35](Cl)(=[O:42])[C:36]1[CH:41]=[CH:40][CH:39]=[CH:38][CH:37]=1.N1C=CC=CC=1. The catalyst is ClCCl.O. The product is [Br:1][C:2]1[C:3](=[O:27])[N:4]([C:35](=[O:42])[C:36]2[CH:41]=[CH:40][CH:39]=[CH:38][CH:37]=2)[C:5](=[O:26])[N:6]([CH:25]=1)[C@@H:7]1[O:24][C@H:18]([CH2:19][O:20][C:21](=[O:23])[CH3:22])[C@@H:13]([O:14][C:15](=[O:17])[CH3:16])[C@H:8]1[O:9][C:10](=[O:12])[CH3:11]. The yield is 0.870.